Dataset: Full USPTO retrosynthesis dataset with 1.9M reactions from patents (1976-2016). Task: Predict the reactants needed to synthesize the given product. (1) Given the product [NH2:31][C:14]([CH3:32])([CH2:13][CH2:12][C:11]([F:17])([F:16])[F:10])[C:27]#[N:28], predict the reactants needed to synthesize it. The reactants are: FC(F)(F)CCC(=O)C.[F:10][C:11]([F:17])([F:16])[CH2:12][CH2:13][CH:14]=O.FC(F)(F)CCC(O)=O.[C-:27]#[N:28].[Na+].[Cl-].[NH4+:31].[CH3:32]O. (2) Given the product [CH2:1]([OH:23])[C@H:2]1[O:7][C@H:6]([O:8][C@:9]2([CH2:18][OH:19])[O:13][C@H:12]([CH2:14][OH:15])[C@@H:11]([OH:16])[C@@H:10]2[OH:17])[C@H:5]([OH:20])[C@@H:4]([OH:21])[C@@H:3]1[OH:22].[Cl-:24].[Na+:25], predict the reactants needed to synthesize it. The reactants are: [CH2:1]([OH:23])[C@H:2]1[O:7][C@H:6]([O:8][C@:9]2([CH2:18][OH:19])[O:13][C@H:12]([CH2:14][OH:15])[C@@H:11]([OH:16])[C@@H:10]2[OH:17])[C@H:5]([OH:20])[C@@H:4]([OH:21])[C@@H:3]1[OH:22].[Cl-:24].[Na+:25].Cl.[OH-].[Na+]. (3) Given the product [F:1][C:2]1[CH:27]=[C:26]([F:28])[CH:25]=[CH:24][C:3]=1[CH2:4][O:5][C:6]1[N:7]=[CH:8][N:9]([C:13]2[CH:14]=[C:15]([CH:20]=[CH:21][C:22]=2[CH3:23])[C:16]([OH:18])=[O:17])[C:10](=[O:12])[CH:11]=1, predict the reactants needed to synthesize it. The reactants are: [F:1][C:2]1[CH:27]=[C:26]([F:28])[CH:25]=[CH:24][C:3]=1[CH2:4][O:5][C:6]1[N:7]=[CH:8][N:9]([C:13]2[CH:14]=[C:15]([CH:20]=[CH:21][C:22]=2[CH3:23])[C:16]([O:18]C)=[O:17])[C:10](=[O:12])[CH:11]=1.[OH-].[Na+]. (4) Given the product [O:1]1[C:10]2[CH:9]=[C:8]([C:11]([OH:14])=[O:12])[N:7]=[CH:6][C:5]=2[O:4][CH2:3][CH2:2]1, predict the reactants needed to synthesize it. The reactants are: [O:1]1[C:10]2[CH:9]=[C:8]([CH:11]=[O:12])[N:7]=[CH:6][C:5]=2[O:4][CH2:3][CH2:2]1.Cl([O-])=[O:14].[Na+].P([O-])(O)(O)=O.[Na+]. (5) Given the product [Cl:32][C:28]1[CH:27]=[C:26]([CH:31]=[CH:30][CH:29]=1)[CH2:25][N:7]1[C:8]2[C:13](=[CH:12][C:11]([C:15]3[CH:16]=[CH:17][C:18]([O:21][CH:22]([CH3:23])[CH3:24])=[CH:19][CH:20]=3)=[CH:10][CH:9]=2)[C:14]([N:42]([C:47](=[O:48])[CH2:46][CH2:45][CH2:44][Cl:43])[CH2:41][CH2:40][C:37]2[CH:38]=[CH:39][C:34]([F:33])=[CH:35][CH:36]=2)=[C:6]1[C:4]([OH:3])=[O:5], predict the reactants needed to synthesize it. The reactants are: C([O:3][C:4]([C:6]1[N:7]([CH2:25][C:26]2[CH:31]=[CH:30][CH:29]=[C:28]([Cl:32])[CH:27]=2)[C:8]2[C:13]([CH:14]=1)=[CH:12][C:11]([C:15]1[CH:20]=[CH:19][C:18]([O:21][CH:22]([CH3:24])[CH3:23])=[CH:17][CH:16]=1)=[CH:10][CH:9]=2)=[O:5])C.[F:33][C:34]1[CH:39]=[CH:38][C:37]([CH2:40][CH2:41][NH2:42])=[CH:36][CH:35]=1.[Cl:43][CH2:44][CH2:45][CH2:46][C:47](Cl)=[O:48]. (6) Given the product [C:31]([O:26][C@@H:20]([C:3]1[C:4]([CH3:19])=[N:5][C:6]2[N:7]([N:8]=[C:9]([C:12]3[CH:17]=[CH:16][CH:15]=[C:14]([Cl:18])[CH:13]=3)[C:10]=2[CH3:11])[C:2]=1[Cl:1])[C:21]([O:23][CH2:24][CH3:25])=[O:22])([CH3:34])([CH3:33])[CH3:32], predict the reactants needed to synthesize it. The reactants are: [Cl:1][C:2]1[N:7]2[N:8]=[C:9]([C:12]3[CH:17]=[CH:16][CH:15]=[C:14]([Cl:18])[CH:13]=3)[C:10]([CH3:11])=[C:6]2[N:5]=[C:4]([CH3:19])[C:3]=1[C@H:20]([OH:26])[C:21]([O:23][CH2:24][CH3:25])=[O:22].C(O[C:31]([CH3:34])([CH3:33])[CH3:32])(=O)C.Cl(O)(=O)(=O)=O.